Dataset: Catalyst prediction with 721,799 reactions and 888 catalyst types from USPTO. Task: Predict which catalyst facilitates the given reaction. Reactant: [CH3:1][N:2]1[CH2:19][CH2:18][C:5]2[N:6]([CH2:14][C:15](O)=[O:16])[C:7]3[CH:8]=[CH:9][C:10]([CH3:13])=[CH:11][C:12]=3[C:4]=2[CH2:3]1.C1CCC(N=C=NC2CCCCC2)CC1.[NH:35]1[CH2:40][CH2:39][O:38][CH2:37][CH2:36]1.C(O)(C(F)(F)F)=O. Product: [CH3:1][N:2]1[CH2:19][CH2:18][C:5]2[N:6]([CH2:14][C:15]([N:35]3[CH2:40][CH2:39][O:38][CH2:37][CH2:36]3)=[O:16])[C:7]3[CH:8]=[CH:9][C:10]([CH3:13])=[CH:11][C:12]=3[C:4]=2[CH2:3]1. The catalyst class is: 64.